This data is from Reaction yield outcomes from USPTO patents with 853,638 reactions. The task is: Predict the reaction yield, written as a fraction of the theoretical maximum amount of product (1.0 means a 100% yield; for example, 0.34 means a 34% yield). (1) The reactants are [NH2:1][CH:2]([CH3:16])[CH:3]([NH:5][C:6](=[O:15])[O:7][CH2:8][C:9]1[CH:14]=[CH:13][CH:12]=[CH:11][CH:10]=1)[CH3:4].[OH:17][C:18]1[CH:26]=[CH:25][CH:24]=[CH:23][C:19]=1[C:20](O)=[O:21].N1C=CN=C1.C1CCC(N=C=NC2CCCCC2)CC1. The catalyst is CCOC(C)=O. The product is [OH:17][C:18]1[CH:26]=[CH:25][CH:24]=[CH:23][C:19]=1[C:20]([NH:1][CH:2]([CH3:16])[CH:3]([NH:5][C:6](=[O:15])[O:7][CH2:8][C:9]1[CH:14]=[CH:13][CH:12]=[CH:11][CH:10]=1)[CH3:4])=[O:21]. The yield is 0.400. (2) The reactants are [Cl:1][C:2]1[C:7]([C:8]([NH2:10])=[O:9])=[C:6]([OH:11])[C:5]([NH:12][C:13]2[C:16](=[O:17])[C:15](=[O:18])[C:14]=2Cl)=[CH:4][CH:3]=1.[F:20][C:21]1[CH:27]=[C:26]([F:28])[CH:25]=[CH:24][C:22]=1[NH2:23]. The catalyst is CS(C)=O. The product is [Cl:1][C:2]1[C:7]([C:8]([NH2:10])=[O:9])=[C:6]([OH:11])[C:5]([NH:12][C:13]2[C:16](=[O:17])[C:15](=[O:18])[C:14]=2[NH:23][C:22]2[CH:24]=[CH:25][C:26]([F:28])=[CH:27][C:21]=2[F:20])=[CH:4][CH:3]=1. The yield is 1.00.